Predict which catalyst facilitates the given reaction. From a dataset of Catalyst prediction with 721,799 reactions and 888 catalyst types from USPTO. (1) Reactant: FC(F)(F)C(O)=O.C[O:9][C:10](=[O:45])[C:11]1[CH:16]=[CH:15][C:14]([C:17]2[C:18]([NH2:44])=[N:19][CH:20]=[N:21][C:22]=2[N:23]2[CH2:28][CH2:27][N:26]([CH:29]([C:34]3[CH:39]=[CH:38][C:37]([C:40]([F:43])([F:42])[F:41])=[CH:36][CH:35]=3)[CH2:30][N:31]([CH3:33])[CH3:32])[CH2:25][CH2:24]2)=[CH:13][CH:12]=1.O.O.[OH-].[Li+]. Product: [NH2:44][C:18]1[C:17]([C:14]2[CH:13]=[CH:12][C:11]([C:10]([OH:45])=[O:9])=[CH:16][CH:15]=2)=[C:22]([N:23]2[CH2:24][CH2:25][N:26]([CH:29]([C:34]3[CH:35]=[CH:36][C:37]([C:40]([F:43])([F:42])[F:41])=[CH:38][CH:39]=3)[CH2:30][N:31]([CH3:33])[CH3:32])[CH2:27][CH2:28]2)[N:21]=[CH:20][N:19]=1. The catalyst class is: 20. (2) Reactant: [CH3:1][O:2][C:3](=[O:34])[CH:4]([C:9]1[CH:10]=[C:11]([C:23]2[CH:28]=[CH:27][C:26]([Cl:29])=[C:25]([C:30]([F:33])([F:32])[F:31])[CH:24]=2)[CH:12]=[C:13](OS(C(F)(F)F)(=O)=O)[CH:14]=1)[CH2:5][CH:6]([CH3:8])[CH3:7].[F:35][C:36]([F:49])([F:48])[C:37]1[CH:38]=[C:39]([CH:41]=[C:42]([C:44]([F:47])([F:46])[F:45])[CH:43]=1)[NH2:40].CC(C)([O-])C.[Na+].C(P(C1C=CC2C(=CC=CC=2)C=1C1C2C(=CC=CC=2)C=CC=1)C(C)(C)C)(C)(C)C. Product: [CH3:1][O:2][C:3](=[O:34])[CH:4]([C:9]1[CH:10]=[C:11]([C:23]2[CH:28]=[CH:27][C:26]([Cl:29])=[C:25]([C:30]([F:33])([F:31])[F:32])[CH:24]=2)[CH:12]=[C:13]([NH:40][C:39]2[CH:38]=[C:37]([C:36]([F:48])([F:49])[F:35])[CH:43]=[C:42]([C:44]([F:45])([F:46])[F:47])[CH:41]=2)[CH:14]=1)[CH2:5][CH:6]([CH3:8])[CH3:7]. The catalyst class is: 222. (3) Reactant: [NH2:1][C:2]1[CH:9]=[C:8]([Br:10])[CH:7]=[CH:6][C:3]=1[CH:4]=O.[NH2:11][C:12](N)=[O:13]. Product: [Br:10][C:8]1[CH:9]=[C:2]2[C:3]([CH:4]=[N:11][C:12]([OH:13])=[N:1]2)=[CH:6][CH:7]=1. The catalyst class is: 6. (4) Reactant: [N:1]1([CH:7]=[CH:8][C:9]([O:11][CH2:12][CH3:13])=[O:10])[CH2:6][CH2:5][CH2:4][CH2:3][CH2:2]1.C(N(CC)CC)C.[F:21][CH:22]([F:26])[C:23](F)=[O:24]. Product: [F:21][CH:22]([F:26])[C:23](=[O:24])[C:8](=[CH:7][N:1]1[CH2:6][CH2:5][CH2:4][CH2:3][CH2:2]1)[C:9]([O:11][CH2:12][CH3:13])=[O:10]. The catalyst class is: 11. (5) The catalyst class is: 4. Reactant: F[B-](F)(F)F.C([O+](CC)CC)C.[Cl:13][C:14]1[C:19]([F:20])=[C:18]([Cl:21])[CH:17]=[CH:16][C:15]=1[C:22]([N:24]1[CH2:29][CH2:28][NH:27][C:26](=O)[CH2:25]1)=[O:23].[CH3:31][C:32]1[N:33]=[N:34][S:35][C:36]=1[C:37]([NH:39][NH2:40])=O. Product: [Cl:13][C:14]1[C:19]([F:20])=[C:18]([Cl:21])[CH:17]=[CH:16][C:15]=1[C:22]([N:24]1[CH2:29][CH2:28][N:27]2[C:37]([C:36]3[S:35][N:34]=[N:33][C:32]=3[CH3:31])=[N:39][N:40]=[C:26]2[CH2:25]1)=[O:23]. (6) Reactant: [NH2:1][C:2]1[CH:11]=[CH:10][CH:9]=[C:8]([Cl:12])[C:3]=1C(OC)=O.[CH3:13][Mg]Br.C([O:19][CH2:20][CH3:21])(=O)C. Product: [NH2:1][C:2]1[CH:11]=[CH:10][CH:9]=[C:8]([Cl:12])[C:3]=1[C:20]([OH:19])([CH3:21])[CH3:13]. The catalyst class is: 28. (7) Reactant: [CH3:1][O:2][C:3]([C:5]1[S:6][C:7]([C:21]#[C:22][C:23]([CH3:26])([CH3:25])[CH3:24])=[CH:8][C:9]=1[NH:10][C:11](=[O:20])[C:12]1[CH:17]=[CH:16][C:15]([Cl:18])=[CH:14][C:13]=1[Cl:19])=[O:4].[H-].[Na+].Br[CH2:30][CH2:31][O:32][CH3:33]. Product: [CH3:1][O:2][C:3]([C:5]1[S:6][C:7]([C:21]#[C:22][C:23]([CH3:26])([CH3:25])[CH3:24])=[CH:8][C:9]=1[N:10]([C:11](=[O:20])[C:12]1[CH:17]=[CH:16][C:15]([Cl:18])=[CH:14][C:13]=1[Cl:19])[CH2:30][CH2:31][O:32][CH3:33])=[O:4]. The catalyst class is: 3.